From a dataset of Forward reaction prediction with 1.9M reactions from USPTO patents (1976-2016). Predict the product of the given reaction. Given the reactants C([O:3][C:4](=[O:27])[C@@H:5]([O:25][CH3:26])[CH2:6][C:7]1[CH:12]=[CH:11][C:10]([O:13][CH2:14][CH2:15][CH2:16][O:17][C:18]2[CH:23]=[CH:22][C:21](I)=[CH:20][CH:19]=2)=[CH:9][CH:8]=1)C.[N:28]1[CH:33]=[CH:32][CH:31]=[C:30](B(O)O)[CH:29]=1, predict the reaction product. The product is: [CH3:26][O:25][C@@H:5]([CH2:6][C:7]1[CH:8]=[CH:9][C:10]([O:13][CH2:14][CH2:15][CH2:16][O:17][C:18]2[CH:19]=[CH:20][C:21]([C:30]3[CH:29]=[N:28][CH:33]=[CH:32][CH:31]=3)=[CH:22][CH:23]=2)=[CH:11][CH:12]=1)[C:4]([OH:3])=[O:27].